This data is from Catalyst prediction with 721,799 reactions and 888 catalyst types from USPTO. The task is: Predict which catalyst facilitates the given reaction. (1) Reactant: [Br:1][C:2]1[CH:3]=[C:4]([CH:7]=[CH:8][C:9]=1[S:10](=[O:15])(=[O:14])[N:11]([CH3:13])[CH3:12])[CH:5]=[O:6].[BH4-].[Na+]. Product: [Br:1][C:2]1[CH:3]=[C:4]([CH:7]=[CH:8][C:9]=1[S:10](=[O:15])(=[O:14])[N:11]([CH3:13])[CH3:12])[CH2:5][OH:6]. The catalyst class is: 1. (2) Reactant: C(OC(=O)[NH:7][C@H:8]([C:10]1[N:14]([C:15]2[CH:20]=[CH:19][CH:18]=[CH:17][N:16]=2)[C:13]2[CH:21]=[C:22]([F:25])[CH:23]=[CH:24][C:12]=2[N:11]=1)[CH3:9])(C)(C)C.C(O)(C(F)(F)F)=O. Product: [F:25][C:22]1[CH:23]=[CH:24][C:12]2[N:11]=[C:10]([C@@H:8]([NH2:7])[CH3:9])[N:14]([C:15]3[CH:20]=[CH:19][CH:18]=[CH:17][N:16]=3)[C:13]=2[CH:21]=1. The catalyst class is: 2.